This data is from Full USPTO retrosynthesis dataset with 1.9M reactions from patents (1976-2016). The task is: Predict the reactants needed to synthesize the given product. (1) Given the product [C:24]([C:7]1[C:8]2[N:9]=[C:10]([C:16]3[CH:21]=[CH:20][C:19]([OH:22])=[CH:18][CH:17]=3)[CH2:11][NH:12][C:13](=[O:15])[C:14]=2[N:5]([CH2:1][CH3:4])[N:6]=1)([CH3:32])([CH3:26])[CH3:25], predict the reactants needed to synthesize it. The reactants are: [C:1]([N:5]1[C:14]2[C:13](=[O:15])[NH:12][CH2:11][C:10]([C:16]3[CH:21]=[CH:20][C:19]([O:22]C)=[CH:18][CH:17]=3)=[N:9][C:8]=2[C:7]([CH:24]([CH3:26])[CH3:25])=[N:6]1)([CH3:4])(C)C.B(Br)(Br)Br.Cl[CH2:32]Cl. (2) Given the product [F:16][C:11]1[CH:10]=[C:9]([C:8](=[C:17]2[CH2:18][C:19]([CH3:26])([CH3:25])[O:20][C:21]([CH3:23])([CH3:24])[CH2:22]2)[C:5]2[CH:4]=[CH:3][C:2](/[CH:29]=[CH:28]/[C:27]([O:31][CH2:32][CH3:33])=[O:30])=[CH:7][CH:6]=2)[CH:14]=[CH:13][C:12]=1[OH:15], predict the reactants needed to synthesize it. The reactants are: Br[C:2]1[CH:7]=[CH:6][C:5]([C:8](=[C:17]2[CH2:22][C:21]([CH3:24])([CH3:23])[O:20][C:19]([CH3:26])([CH3:25])[CH2:18]2)[C:9]2[CH:14]=[CH:13][C:12]([OH:15])=[C:11]([F:16])[CH:10]=2)=[CH:4][CH:3]=1.[C:27]([O:31][CH2:32][CH3:33])(=[O:30])[CH:28]=[CH2:29].CCN(CC)CC.CN(C=O)C. (3) Given the product [C:10]([O:13][CH2:14][CH2:15][CH2:16][N:1]1[C:5]2[CH:6]=[CH:7][CH:8]=[CH:9][C:4]=2[N:3]=[CH:2]1)(=[O:12])[CH3:11], predict the reactants needed to synthesize it. The reactants are: [N:1]1[C:5]2[CH:6]=[CH:7][CH:8]=[CH:9][C:4]=2[NH:3][CH:2]=1.[C:10]([O:13][CH2:14][CH2:15][CH2:16]Br)(=[O:12])[CH3:11].C(N(CC)CC)C.[I-].[Na+]. (4) Given the product [C:1]([CH2:4][CH2:5][C:6]1[C:18]([CH2:19][CH2:20][CH2:21][CH2:22][CH2:23][CH2:24][O:25][C:26]2[CH:27]=[C:28]([C:40]3[CH:45]=[CH:44][CH:43]=[C:42]([F:46])[CH:41]=3)[CH:29]=[C:30]([C:97]([N:99]3[CH2:105][CH2:104][CH2:103][NH:102][CH2:101][CH2:100]3)=[O:98])[CH:31]=2)=[CH:17][CH:16]=[CH:15][C:7]=1[O:8][CH2:9][CH2:10][CH2:11][C:12]([OH:14])=[O:13])([OH:3])=[O:2], predict the reactants needed to synthesize it. The reactants are: [C:1]([CH2:4][CH2:5][C:6]1[C:18]([CH2:19][CH2:20][CH2:21][CH2:22][CH2:23][CH2:24][O:25][C:26]2[CH:27]=[C:28]([C:40]3[CH:45]=[CH:44][CH:43]=[C:42]([F:46])[CH:41]=3)[CH:29]=[C:30](C(N3CCNCC3)=O)[CH:31]=2)=[CH:17][CH:16]=[CH:15][C:7]=1[O:8][CH2:9][CH2:10][CH2:11][C:12]([OH:14])=[O:13])([OH:3])=[O:2].C(OC(CCC1C(OCCCC(OCC)=O)=CC=CC=1CCCCCCOC1C=C(C(O)=O)C=C(C2C=CC=C(F)C=2)C=1)=O)C.C(O[C:97]([N:99]1[CH2:105][CH2:104][CH2:103][NH:102][CH2:101][CH2:100]1)=[O:98])(C)(C)C. (5) Given the product [Br:1][C:2]1[N:6]([S:7]([C:10]2[CH:11]=[CH:12][C:13]([O:16][CH3:17])=[CH:14][CH:15]=2)(=[O:8])=[O:9])[CH:5]=[C:4]([CH:18]=[O:19])[CH:3]=1, predict the reactants needed to synthesize it. The reactants are: [Br:1][C:2]1[N:6]([S:7]([C:10]2[CH:15]=[CH:14][C:13]([O:16][CH3:17])=[CH:12][CH:11]=2)(=[O:9])=[O:8])[CH:5]=[C:4]([C:18](OC)=[O:19])[CH:3]=1.[H-].C([Al+]CC(C)C)C(C)C.Cl. (6) Given the product [ClH:1].[Cl:1][C:2]1[CH:7]=[C:6]([C:8]2[S:9][C:10]([CH3:13])=[CH:11][CH:12]=2)[CH:5]=[CH:4][C:3]=1[S:14]([NH:17][C:18]1[C:19]([O:39][CH3:40])=[CH:20][CH:21]=[C:22]([N:24]2[CH2:29][C@H:28]([CH3:30])[NH:27][C@H:26]([CH3:38])[CH2:25]2)[N:23]=1)(=[O:16])=[O:15], predict the reactants needed to synthesize it. The reactants are: [Cl:1][C:2]1[CH:7]=[C:6]([C:8]2[S:9][C:10]([CH3:13])=[CH:11][CH:12]=2)[CH:5]=[CH:4][C:3]=1[S:14]([NH:17][C:18]1[N:23]=[C:22]([N:24]2[CH2:29][C@H:28]([CH3:30])[N:27](C(OC(C)(C)C)=O)[C@H:26]([CH3:38])[CH2:25]2)[CH:21]=[CH:20][C:19]=1[O:39][CH3:40])(=[O:16])=[O:15].